This data is from Full USPTO retrosynthesis dataset with 1.9M reactions from patents (1976-2016). The task is: Predict the reactants needed to synthesize the given product. (1) Given the product [C:42]([NH:1][CH2:2][CH2:3][N:4]1[C:13]2[C:8](=[N:9][CH:10]=[C:11]([CH2:14][C:15]3[CH:16]=[CH:17][C:18]([F:21])=[CH:19][CH:20]=3)[CH:12]=2)[C:7]([OH:22])=[C:6]([C:23]([NH:25][CH2:26][CH:27]2[CH2:31][CH2:30][CH2:29][O:28]2)=[O:24])[C:5]1=[O:32])(=[O:44])[CH3:43], predict the reactants needed to synthesize it. The reactants are: [NH2:1][CH2:2][CH2:3][N:4]1[C:13]2[C:8](=[N:9][CH:10]=[C:11]([CH2:14][C:15]3[CH:20]=[CH:19][C:18]([F:21])=[CH:17][CH:16]=3)[CH:12]=2)[C:7]([OH:22])=[C:6]([C:23]([NH:25][CH2:26][CH:27]2[CH2:31][CH2:30][CH2:29][O:28]2)=[O:24])[C:5]1=[O:32].C(N(C(C)C)CC)(C)C.[C:42](OC(=O)C)(=[O:44])[CH3:43]. (2) Given the product [CH3:1][O:2][C:3](=[O:36])[C@@H:4]([NH:25][C:26](=[O:35])[C:27]1[CH:32]=[C:31]([Cl:33])[CH:30]=[CH:29][C:28]=1[NH:34][CH2:37][CH:38]([CH3:39])[CH2:41][CH2:42][CH3:43])[CH2:5][C:6]1[CH:7]=[CH:8][C:9]([C:12]2[CH:17]=[CH:16][CH:15]=[CH:14][C:13]=2[O:18][C:19]2[CH:24]=[CH:23][CH:22]=[CH:21][CH:20]=2)=[CH:10][CH:11]=1.[Cl:33][C:31]1[CH:30]=[CH:29][C:28]([NH:34][CH2:37][CH:38]([CH3:39])[CH2:41][CH2:42][CH3:43])=[C:27]([CH:32]=1)[C:26]([NH:25][C@@H:4]([CH2:5][C:6]1[CH:7]=[CH:8][C:9]([C:12]2[CH:17]=[CH:16][CH:15]=[CH:14][C:13]=2[O:18][C:19]2[CH:24]=[CH:23][CH:22]=[CH:21][CH:20]=2)=[CH:10][CH:11]=1)[C:3]([OH:2])=[O:36])=[O:35], predict the reactants needed to synthesize it. The reactants are: [CH3:1][O:2][C:3](=[O:36])[C@@H:4]([NH:25][C:26](=[O:35])[C:27]1[CH:32]=[C:31]([Cl:33])[CH:30]=[CH:29][C:28]=1[NH2:34])[CH2:5][C:6]1[CH:11]=[CH:10][C:9]([C:12]2[CH:17]=[CH:16][CH:15]=[CH:14][C:13]=2[O:18][C:19]2[CH:24]=[CH:23][CH:22]=[CH:21][CH:20]=2)=[CH:8][CH:7]=1.[CH3:37][CH:38]([CH2:41][CH2:42][CH3:43])[CH:39]=O. (3) Given the product [Cl:24][C:5]1[CH:4]=[C:3]([CH2:2][O:34][CH:32]2[CH2:33][C:28]([CH3:37])([CH3:27])[NH:29][C:30]([CH3:36])([CH3:35])[CH2:31]2)[CH:23]=[CH:22][C:6]=1[O:7][C:8]1[CH:15]=[CH:14][CH:13]=[C:12]([C:16]2[CH:21]=[CH:20][N:19]=[CH:18][N:17]=2)[C:9]=1[C:10]#[N:11], predict the reactants needed to synthesize it. The reactants are: Br[CH2:2][C:3]1[CH:23]=[CH:22][C:6]([O:7][C:8]2[CH:15]=[CH:14][CH:13]=[C:12]([C:16]3[CH:21]=[CH:20][N:19]=[CH:18][N:17]=3)[C:9]=2[C:10]#[N:11])=[C:5]([Cl:24])[CH:4]=1.[H-].[Na+].[CH3:27][C:28]1([CH3:37])[CH2:33][CH:32]([OH:34])[CH2:31][C:30]([CH3:36])([CH3:35])[NH:29]1. (4) Given the product [C:1]([C:3]1[C:4](=[O:5])[NH:6][C:19]([CH3:20])=[C:13]([C:14]([O:16][CH2:17][CH3:18])=[O:15])[CH:12]=1)#[N:2], predict the reactants needed to synthesize it. The reactants are: [C:1]([CH2:3][C:4]([NH2:6])=[O:5])#[N:2].[H-].[Na+].CN([CH:12]=[C:13]([C:19](=O)[CH3:20])[C:14]([O:16][CH2:17][CH3:18])=[O:15])C.C(O)(=O)C.